From a dataset of Full USPTO retrosynthesis dataset with 1.9M reactions from patents (1976-2016). Predict the reactants needed to synthesize the given product. (1) Given the product [F:19][C:20]1[CH:21]=[C:22]([O:26][C:27]2[CH:34]=[CH:33][C:30]([CH2:31][NH:32][C:11](=[O:13])[C:10]3[CH:14]=[CH:15][C:16]([F:18])=[N:17][C:9]=3[NH2:8])=[CH:29][CH:28]=2)[CH:23]=[CH:24][CH:25]=1, predict the reactants needed to synthesize it. The reactants are: C(N(CC)CC)C.[NH2:8][C:9]1[N:17]=[C:16]([F:18])[CH:15]=[CH:14][C:10]=1[C:11]([OH:13])=O.[F:19][C:20]1[CH:21]=[C:22]([O:26][C:27]2[CH:34]=[CH:33][C:30]([CH2:31][NH2:32])=[CH:29][CH:28]=2)[CH:23]=[CH:24][CH:25]=1.CN([P+](ON1N=NC2C=CC=CC1=2)(N(C)C)N(C)C)C.F[P-](F)(F)(F)(F)F. (2) The reactants are: C(OC([N:8]1[CH2:13][CH2:12][N:11]([C:14]([O:16][CH2:17][CH2:18][CH2:19][CH3:20])=[O:15])[CH2:10][CH2:9]1)=O)(C)(C)C.C(O)(C(F)(F)F)=O. Given the product [CH2:17]([O:16][C:14]([N:11]1[CH2:12][CH2:13][NH:8][CH2:9][CH2:10]1)=[O:15])[CH2:18][CH2:19][CH3:20], predict the reactants needed to synthesize it. (3) Given the product [Cl:25][C:23]1[C:22]([C:26]([F:28])([F:27])[F:29])=[CH:21][N:20]=[C:19]([NH:1][C:2]2[CH:7]=[CH:6][C:5]([C@H:8]([NH:10][C:11](=[O:17])[O:12][C:13]([CH3:16])([CH3:15])[CH3:14])[CH3:9])=[CH:4][CH:3]=2)[N:24]=1, predict the reactants needed to synthesize it. The reactants are: [NH2:1][C:2]1[CH:7]=[CH:6][C:5]([C@H:8]([NH:10][C:11](=[O:17])[O:12][C:13]([CH3:16])([CH3:15])[CH3:14])[CH3:9])=[CH:4][CH:3]=1.Cl[C:19]1[N:24]=[C:23]([Cl:25])[C:22]([C:26]([F:29])([F:28])[F:27])=[CH:21][N:20]=1.